The task is: Predict the reactants needed to synthesize the given product.. This data is from Full USPTO retrosynthesis dataset with 1.9M reactions from patents (1976-2016). (1) Given the product [CH3:1][O:2][C:3]1[CH:8]=[C:7]([N+:9]([O-:11])=[O:10])[CH:6]=[CH:5][C:4]=1[O:12][CH2:18][CH2:19][NH:20][C:21](=[O:22])[O:23][C:24]([CH3:27])([CH3:26])[CH3:25], predict the reactants needed to synthesize it. The reactants are: [CH3:1][O:2][C:3]1[CH:8]=[C:7]([N+:9]([O-:11])=[O:10])[CH:6]=[CH:5][C:4]=1[OH:12].CS(O[CH2:18][CH2:19][NH:20][C:21]([O:23][C:24]([CH3:27])([CH3:26])[CH3:25])=[O:22])(=O)=O.C([O-])([O-])=O.[K+].[K+]. (2) The reactants are: [CH3:1][C:2]1[NH:3][C:4]2[C:9]([C:10]=1[CH2:11][C:12]([OH:14])=O)=[CH:8][CH:7]=[CH:6][CH:5]=2.[CH3:15][O:16][CH:17]1[CH2:20][NH:19][CH2:18]1.C1(N)CC1. Given the product [CH3:15][O:16][CH:17]1[CH2:20][N:19]([C:12](=[O:14])[CH2:11][C:10]2[C:9]3[C:4](=[CH:5][CH:6]=[CH:7][CH:8]=3)[NH:3][C:2]=2[CH3:1])[CH2:18]1, predict the reactants needed to synthesize it. (3) Given the product [CH2:17]([C:2]1[C:3]([Si:11]([CH3:14])([CH3:13])[CH3:12])=[C:4]2[CH2:10][CH2:9][O:8][C:5]2=[N:6][CH:7]=1)[CH:16]=[CH2:15], predict the reactants needed to synthesize it. The reactants are: Br[C:2]1[C:3]([Si:11]([CH3:14])([CH3:13])[CH3:12])=[C:4]2[CH2:10][CH2:9][O:8][C:5]2=[N:6][CH:7]=1.[CH2:15]([Sn](CCCC)(CCCC)CCCC)[CH:16]=[CH2:17].